From a dataset of Forward reaction prediction with 1.9M reactions from USPTO patents (1976-2016). Predict the product of the given reaction. (1) Given the reactants [C:1]1(=[O:11])[O:6][C:4](=O)[C:3]2=[CH:7][CH:8]=[CH:9][CH:10]=[C:2]12.[C:12]([OH:24])(=[O:23])[CH2:13][NH:14][C:15]([C:17]1[CH:22]=[CH:21][CH:20]=[CH:19][CH:18]=1)=O.C([O-])(=O)C.[Na+], predict the reaction product. The product is: [O:11]=[C:1]1[C:2]2[CH:10]=[CH:9][CH:8]=[CH:7][C:3]=2/[C:4](=[C:13]2\[N:14]=[C:15]([C:17]3[CH:18]=[CH:19][CH:20]=[CH:21][CH:22]=3)[O:24][C:12]\2=[O:23])/[O:6]1. (2) Given the reactants Br[C:2]1[CH:3]=[C:4]([CH:9]=[CH:10][CH:11]=1)[C:5]([NH:7][CH3:8])=[O:6].C([Li])CCC.[F:17][C:18]1[CH:25]=[CH:24][C:21]([CH:22]=[O:23])=[CH:20][CH:19]=1, predict the reaction product. The product is: [OH:23][CH:22]([C:2]1[CH:3]=[C:4]([CH:9]=[CH:10][CH:11]=1)[C:5]([NH:7][CH3:8])=[O:6])[C:21]1[CH:24]=[CH:25][C:18]([F:17])=[CH:19][CH:20]=1.